Dataset: Forward reaction prediction with 1.9M reactions from USPTO patents (1976-2016). Task: Predict the product of the given reaction. (1) The product is: [CH2:19]([O:26][C:4]1[C:9]([CH:10]([C:12]2[CH:17]=[CH:16][CH:15]=[CH:14][CH:13]=2)[OH:11])=[C:8]([Cl:18])[N:7]=[CH:6][N:5]=1)[C:20]1[CH:25]=[CH:24][CH:23]=[CH:22][CH:21]=1. Given the reactants [OH-].[K+].Cl[C:4]1[C:9]([CH:10]([C:12]2[CH:17]=[CH:16][CH:15]=[CH:14][CH:13]=2)[OH:11])=[C:8]([Cl:18])[N:7]=[CH:6][N:5]=1.[CH2:19]([OH:26])[C:20]1[CH:25]=[CH:24][CH:23]=[CH:22][CH:21]=1.C1OCCOCCOCCOCCOCCOC1, predict the reaction product. (2) Given the reactants C(OC(=O)[N:7]([C@@H:19]([CH2:22][C:23]1[CH:28]=[CH:27][C:26]([O:29][C:30]2[C:35]([CH2:36][OH:37])=[CH:34][CH:33]=[CH:32][N:31]=2)=[CH:25][CH:24]=1)[CH2:20][OH:21])[CH2:8][C@H:9]([OH:18])[CH2:10][O:11][C:12]1[CH:17]=[CH:16][CH:15]=[CH:14][CH:13]=1)(C)(C)C.[ClH:39], predict the reaction product. The product is: [ClH:39].[OH:37][CH2:36][C:35]1[C:30]([O:29][C:26]2[CH:25]=[CH:24][C:23]([CH2:22][C@H:19]([NH:7][CH2:8][C@H:9]([OH:18])[CH2:10][O:11][C:12]3[CH:13]=[CH:14][CH:15]=[CH:16][CH:17]=3)[CH2:20][OH:21])=[CH:28][CH:27]=2)=[N:31][CH:32]=[CH:33][CH:34]=1. (3) Given the reactants [F:1][C:2]1[CH:3]=[C:4]([CH:9]2[CH2:14][CH2:13][CH2:12][CH2:11][C:10]2=[O:15])[CH:5]=[C:6]([F:8])[CH:7]=1.[Br:16]Br, predict the reaction product. The product is: [Br:16][CH:11]1[CH2:12][CH2:13][CH2:14][CH:9]([C:4]2[CH:3]=[C:2]([F:1])[CH:7]=[C:6]([F:8])[CH:5]=2)[C:10]1=[O:15]. (4) Given the reactants C(OC(=O)[NH:7][CH:8]([C:28](=[O:32])[N:29]([CH3:31])[CH3:30])[CH2:9][C:10]1[CH:15]=[CH:14][C:13]([O:16][C:17]2[CH:22]=[CH:21][C:20]([CH2:23][CH2:24][C:25](=[O:27])[NH2:26])=[CH:19][CH:18]=2)=[CH:12][CH:11]=1)(C)(C)C.C(Cl)[Cl:35], predict the reaction product. The product is: [ClH:35].[NH2:7][CH:8]([CH2:9][C:10]1[CH:15]=[CH:14][C:13]([O:16][C:17]2[CH:18]=[CH:19][C:20]([CH2:23][CH2:24][C:25](=[O:27])[NH2:26])=[CH:21][CH:22]=2)=[CH:12][CH:11]=1)[C:28]([N:29]([CH3:31])[CH3:30])=[O:32]. (5) Given the reactants [C:1]1([Mg]Br)[CH:6]=[CH:5][CH:4]=[CH:3][CH:2]=1.CCOCC.[C:14]1(=O)[CH2:18][CH2:17][CH2:16][CH2:15]1.Cl, predict the reaction product. The product is: [C:14]1([C:1]2[CH:6]=[CH:5][CH:4]=[CH:3][CH:2]=2)[CH2:18][CH2:17][CH2:16][CH:15]=1. (6) Given the reactants [CH2:1]([N:8]1[CH2:18][CH2:17][C:11]2[N:12]=[CH:13][NH:14][C:15](=O)[C:10]=2[CH2:9]1)[C:2]1[CH:7]=[CH:6][CH:5]=[CH:4][CH:3]=1.P(Cl)(Cl)([Cl:21])=O.C(#N)C, predict the reaction product. The product is: [CH2:1]([N:8]1[CH2:18][CH2:17][C:11]2[N:12]=[CH:13][N:14]=[C:15]([Cl:21])[C:10]=2[CH2:9]1)[C:2]1[CH:7]=[CH:6][CH:5]=[CH:4][CH:3]=1. (7) Given the reactants [Cl:1][C:2]1[CH:3]=[C:4]([CH:27]=[CH:28][CH:29]=1)[NH:5][C:6]1[CH:18]=[C:17]([CH2:19][CH2:20][C:21]2[CH:26]=[CH:25][CH:24]=[CH:23][CH:22]=2)[CH:16]=[CH:15][C:7]=1[C:8]([O:10]C(C)(C)C)=[O:9], predict the reaction product. The product is: [Cl:1][C:2]1[CH:3]=[C:4]([CH:27]=[CH:28][CH:29]=1)[NH:5][C:6]1[CH:18]=[C:17]([CH2:19][CH2:20][C:21]2[CH:22]=[CH:23][CH:24]=[CH:25][CH:26]=2)[CH:16]=[CH:15][C:7]=1[C:8]([OH:10])=[O:9]. (8) Given the reactants [OH:1][C@H:2]1[CH2:6][NH:5][C@H:4]([C:7](O)=O)[CH2:3]1.[CH:10]1[C:19]2[C:14](=[CH:15][CH:16]=[CH:17][CH:18]=2)[CH:13]=[CH:12][C:11]=1[S:20](Cl)(=[O:22])=[O:21].[C:24]([O-:27])([O-])=[O:25].[Na+].[Na+], predict the reaction product. The product is: [CH2:15]([O:1][C@H:2]1[CH2:6][N:5]([S:20]([C:11]2[CH:12]=[CH:13][C:14]3[C:19](=[CH:18][CH:17]=[CH:16][CH:15]=3)[CH:10]=2)(=[O:22])=[O:21])[C@H:4]([CH2:7][C:24]([OH:27])=[O:25])[CH2:3]1)[C:14]1[CH:19]=[CH:10][CH:11]=[CH:12][CH:13]=1. (9) Given the reactants [CH3:1][O:2][C:3]1[CH:4]=[C:5]2[C:10](=[CH:11][C:12]=1[O:13][CH3:14])[N:9]=[CH:8][CH:7]=[C:6]2[O:15][C:16]1[CH:21]=[CH:20][C:19]([NH:22][C:23](=O)[CH2:24][O:25][C:26]2[CH:31]=[CH:30][C:29]([Cl:32])=[CH:28][CH:27]=2)=[CH:18][CH:17]=1.Cl.[OH-].[Na+], predict the reaction product. The product is: [Cl:32][C:29]1[CH:28]=[CH:27][C:26]([O:25][CH2:24][CH2:23][NH:22][C:19]2[CH:20]=[CH:21][C:16]([O:15][C:6]3[C:5]4[C:10](=[CH:11][C:12]([O:13][CH3:14])=[C:3]([O:2][CH3:1])[CH:4]=4)[N:9]=[CH:8][CH:7]=3)=[CH:17][CH:18]=2)=[CH:31][CH:30]=1.